Dataset: Reaction yield outcomes from USPTO patents with 853,638 reactions. Task: Predict the reaction yield, written as a fraction of the theoretical maximum amount of product (1.0 means a 100% yield; for example, 0.34 means a 34% yield). (1) The reactants are [C:1]([C:5]1[C:6]([O:34][CH3:35])=[C:7]([CH:23]=[C:24]([N:26]2[CH:31]=[CH:30][C:29](=[O:32])[NH:28][C:27]2=[O:33])[CH:25]=1)/[CH:8]=[CH:9]/[C:10]1[CH:15]=[CH:14][C:13]([NH:16][S:17]([CH3:20])(=[O:19])=[O:18])=[CH:12][C:11]=1[CH2:21][OH:22])([CH3:4])([CH3:3])[CH3:2].S(Cl)(Cl)=O.[CH3:40][O-].[Na+].CO. The catalyst is C(Cl)Cl. The product is [C:1]([C:5]1[C:6]([O:34][CH3:35])=[C:7]([CH:23]=[C:24]([N:26]2[CH:31]=[CH:30][C:29](=[O:32])[NH:28][C:27]2=[O:33])[CH:25]=1)/[CH:8]=[CH:9]/[C:10]1[CH:15]=[CH:14][C:13]([NH:16][S:17]([CH3:20])(=[O:18])=[O:19])=[CH:12][C:11]=1[CH2:21][O:22][CH3:40])([CH3:4])([CH3:2])[CH3:3]. The yield is 0.460. (2) The reactants are [Br-].[O:2]=[C:3]1[C:11]2[C:6](=[CH:7][CH:8]=[CH:9][CH:10]=2)[C:5](=[O:12])[N:4]1[CH2:13][CH2:14][CH2:15][P+](C1C=CC=CC=1)(C1C=CC=CC=1)C1C=CC=CC=1.[Cl:35][C:36]1[CH:37]=[C:38]([CH:41]=[CH:42][CH:43]=1)[CH:39]=O.CC(C)([O-])C.[K+]. The catalyst is O1CCCC1. The product is [Cl:35][C:36]1[CH:37]=[C:38](/[CH:39]=[CH:15]\[CH2:14][CH2:13][N:4]2[C:5](=[O:12])[C:6]3[C:11](=[CH:10][CH:9]=[CH:8][CH:7]=3)[C:3]2=[O:2])[CH:41]=[CH:42][CH:43]=1. The yield is 0.820. (3) The reactants are [CH3:1][C:2]1([CH3:18])[C:6]([CH3:8])([CH3:7])[O:5][B:4]([C:9]2[CH:17]=[CH:16][C:12]([C:13](Cl)=[O:14])=[CH:11][CH:10]=2)[O:3]1.[NH2:19][C:20]1[CH:25]=[C:24]([O:26][CH3:27])[CH:23]=[CH:22][N:21]=1. The catalyst is C(#N)C. The product is [CH3:27][O:26][C:24]1[CH:23]=[CH:22][N:21]=[C:20]([NH:19][C:13](=[O:14])[C:12]2[CH:16]=[CH:17][C:9]([B:4]3[O:3][C:2]([CH3:18])([CH3:1])[C:6]([CH3:8])([CH3:7])[O:5]3)=[CH:10][CH:11]=2)[CH:25]=1. The yield is 0.413. (4) The reactants are [CH3:1][O:2][CH:3](OC)[CH2:4][C:5]([O:7][CH2:8][O:9][C:10](=[O:17])[CH2:11][CH:12](OC)[O:13][CH3:14])=[O:6].C1(C)C=CC(S(O)(=O)=O)=CC=1. The catalyst is C1(C)C=CC=CC=1. The product is [CH3:14][O:13][CH:12]=[CH:11][C:10]([O:9][CH2:8][O:7][C:5](=[O:6])[CH:4]=[CH:3][O:2][CH3:1])=[O:17]. The yield is 0.790. (5) The reactants are [CH2:1]([O:3][C:4]1[CH:13]=[CH:12][C:7]2[N:8]=[C:9]([NH2:11])[S:10][C:6]=2[CH:5]=1)[CH3:2].C(N=C=NCCCN(C)C)C.ON1C2C=CC=CC=2N=N1.[CH3:35][O:36][C:37]1[CH:47]=[CH:46][C:45](/[CH:48]=[CH:49]/[C:50](=[O:63])[C:51]2[CH:56]=[C:55]([O:57][CH3:58])[C:54]([O:59][CH3:60])=[C:53]([O:61][CH3:62])[CH:52]=2)=[CH:44][C:38]=1[O:39][CH2:40][C:41](O)=[O:42]. The catalyst is ClCCl.O. The product is [CH2:1]([O:3][C:4]1[CH:13]=[CH:12][C:7]2[N:8]=[C:9]([NH:11][C:41](=[O:42])[CH2:40][O:39][C:38]3[CH:44]=[C:45](/[CH:48]=[CH:49]/[C:50](=[O:63])[C:51]4[CH:52]=[C:53]([O:61][CH3:62])[C:54]([O:59][CH3:60])=[C:55]([O:57][CH3:58])[CH:56]=4)[CH:46]=[CH:47][C:37]=3[O:36][CH3:35])[S:10][C:6]=2[CH:5]=1)[CH3:2]. The yield is 0.800. (6) The product is [CH2:1]([C:5]1[N:6]=[C:7]2[CH:24]=[CH:23][CH:22]=[CH:21][N:8]2[C:9](=[O:20])[C:10]=1[C:11]1[CH:12]=[C:13]2[C:17](=[CH:18][CH:19]=1)[N:16]([CH:30]1[CH2:26][CH2:27][N:28]([C:31]([O:33][C:34]([CH3:37])([CH3:36])[CH3:35])=[O:32])[CH2:29]1)[CH2:15][CH2:14]2)[CH2:2][CH2:3][CH3:4]. The reactants are [CH2:1]([C:5]1[N:6]=[C:7]2[CH:24]=[CH:23][CH:22]=[CH:21][N:8]2[C:9](=[O:20])[C:10]=1[C:11]1[CH:12]=[C:13]2[C:17](=[CH:18][CH:19]=1)[NH:16][CH2:15][CH2:14]2)[CH2:2][CH2:3][CH3:4].O=[C:26]1[CH2:30][CH2:29][N:28]([C:31]([O:33][C:34]([CH3:37])([CH3:36])[CH3:35])=[O:32])[CH2:27]1.C(O[BH-](OC(=O)C)OC(=O)C)(=O)C.[Na+].C(O)(=O)C. The catalyst is CO. The yield is 0.190.